From a dataset of Forward reaction prediction with 1.9M reactions from USPTO patents (1976-2016). Predict the product of the given reaction. (1) The product is: [CH2:21]([O:20][C:12]([CH:13]([C@@H:5]([C:6]1[CH:11]=[CH:10][CH:9]=[CH:8][CH:7]=1)[CH2:4][N+:1]([O-:3])=[O:2])[C:14]([O:16][CH2:17][CH3:18])=[O:15])=[O:19])[CH3:22]. Given the reactants [N+:1](/[CH:4]=[CH:5]/[C:6]1[CH:11]=[CH:10][CH:9]=[CH:8][CH:7]=1)([O-:3])=[O:2].[C:12]([O:20][CH2:21][CH3:22])(=[O:19])[CH2:13][C:14]([O:16][CH2:17][CH3:18])=[O:15], predict the reaction product. (2) The product is: [CH2:1]([O:3][CH2:4][CH2:5][O:6][C:45]1[CH:44]=[C:43]([F:48])[C:42]([C:49]2[N:54]=[C:53]([C:55]([O:57][CH3:58])=[O:56])[CH:52]=[CH:51][C:50]=2[F:59])=[C:41]([F:40])[CH:46]=1)[CH3:2]. Given the reactants [CH2:1]([O:3][CH2:4][CH2:5][OH:6])[CH3:2].CC(OC(/N=N/C(OC(C)C)=O)=O)C.C1C=CC(P(C2C=CC=CC=2)C2C=CC=CC=2)=CC=1.[F:40][C:41]1[CH:46]=[C:45](O)[CH:44]=[C:43]([F:48])[C:42]=1[C:49]1[N:54]=[C:53]([C:55]([O:57][CH3:58])=[O:56])[CH:52]=[CH:51][C:50]=1[F:59], predict the reaction product. (3) Given the reactants [CH3:1][O:2][C:3]1[C:4]([NH:9][C:10]([C:12]2[CH:13]=[C:14]([S:18]([N:21]3[CH2:26][CH2:25][CH2:24][CH:23]([C:27](O)=[O:28])[CH2:22]3)(=[O:20])=[O:19])[CH:15]=[CH:16][CH:17]=2)=[O:11])=[N:5][CH:6]=[CH:7][CH:8]=1.[CH2:30]([NH2:37])[C:31]1[CH:36]=[CH:35][CH:34]=[CH:33][CH:32]=1, predict the reaction product. The product is: [CH2:30]([NH:37][C:27]([CH:23]1[CH2:24][CH2:25][CH2:26][N:21]([S:18]([C:14]2[CH:15]=[CH:16][CH:17]=[C:12]([C:10]([NH:9][C:4]3[C:3]([O:2][CH3:1])=[CH:8][CH:7]=[CH:6][N:5]=3)=[O:11])[CH:13]=2)(=[O:19])=[O:20])[CH2:22]1)=[O:28])[C:31]1[CH:36]=[CH:35][CH:34]=[CH:33][CH:32]=1. (4) Given the reactants [CH2:1]([C@H:8]([NH:19][C:20](=[O:30])[O:21][C@@H:22]1[C@H:29]2[C@H:25]([O:26][CH2:27][CH2:28]2)[O:24][CH2:23]1)[C@H:9]([OH:18])[CH2:10][NH:11][O:12][CH:13]([CH2:16][CH3:17])[CH2:14][CH3:15])[C:2]1[CH:7]=[CH:6][CH:5]=[CH:4][CH:3]=1.[N+:31]([C:34]1[CH:35]=[C:36]([S:40](Cl)(=[O:42])=[O:41])[CH:37]=[CH:38][CH:39]=1)([O-:33])=[O:32].C(N(C(C)C)CC)(C)C, predict the reaction product. The product is: [CH2:1]([C@H:8]([NH:19][C:20](=[O:30])[O:21][C@@H:22]1[C@H:29]2[C@H:25]([O:26][CH2:27][CH2:28]2)[O:24][CH2:23]1)[C@H:9]([OH:18])[CH2:10][N:11]([O:12][CH:13]([CH2:14][CH3:15])[CH2:16][CH3:17])[S:40]([C:36]1[CH:37]=[CH:38][CH:39]=[C:34]([N+:31]([O-:33])=[O:32])[CH:35]=1)(=[O:41])=[O:42])[C:2]1[CH:3]=[CH:4][CH:5]=[CH:6][CH:7]=1. (5) Given the reactants [CH2:1]([O:3][C:4]([C@@H:6]([NH:15][C@H:16]([C:18]([N:20]1[CH2:27][CH2:26][CH2:25][C@H:21]1[C:22]([OH:24])=[O:23])=[O:19])[CH3:17])[CH2:7][CH2:8][C:9]1[CH:14]=[CH:13][CH:12]=[CH:11][CH:10]=1)=[O:5])[CH3:2].[C:28]([OH:35])(=[O:34])/[CH:29]=[CH:30]\[C:31]([OH:33])=[O:32], predict the reaction product. The product is: [C:28]([OH:35])(=[O:34])/[CH:29]=[CH:30]\[C:31]([OH:33])=[O:32].[CH2:1]([O:3][C:4]([C@@H:6]([NH:15][C@H:16]([C:18]([N:20]1[CH2:27][CH2:26][CH2:25][C@H:21]1[C:22]([OH:24])=[O:23])=[O:19])[CH3:17])[CH2:7][CH2:8][C:9]1[CH:14]=[CH:13][CH:12]=[CH:11][CH:10]=1)=[O:5])[CH3:2]. (6) The product is: [I:19][C:12]1[CH:17]=[C:16]([C:3]2[CH:4]=[CH:5][CH:6]=[CH:7][C:2]=2[Cl:1])[N:15]=[CH:14][N:13]=1. Given the reactants [Cl:1][C:2]1[CH:7]=[CH:6][CH:5]=[CH:4][C:3]=1B(O)O.Cl[C:12]1[CH:17]=[C:16](Cl)[N:15]=[CH:14][N:13]=1.[IH:19], predict the reaction product.